From a dataset of Catalyst prediction with 721,799 reactions and 888 catalyst types from USPTO. Predict which catalyst facilitates the given reaction. (1) Reactant: [OH:1][C:2]1[CH:3]=[C:4]([CH:8]=[CH:9][C:10]=1[OH:11])[C:5]([OH:7])=[O:6].C([O-])([O-])=O.[K+].[K+].[CH2:18](Br)[CH2:19][CH3:20]. Product: [CH2:18]([O:1][C:2]1[CH:3]=[C:4]([CH:8]=[CH:9][C:10]=1[O:11][CH2:5][CH2:4][CH3:8])[C:5]([O:7][CH2:10][CH2:2][CH3:3])=[O:6])[CH2:19][CH3:20]. The catalyst class is: 31. (2) Reactant: [O:1]1[CH2:6][CH2:5][CH:4]([CH2:7][NH:8][C:9]([C:11]2[C:12]([C:18]([F:21])([F:20])[F:19])=[N:13][C:14](Cl)=[N:15][CH:16]=2)=[O:10])[CH2:3][CH2:2]1.[CH3:22][S:23][C:24]1[C:30]([C:31]([F:34])([F:33])[F:32])=[CH:29][CH:28]=[CH:27][C:25]=1[NH2:26]. Product: [O:1]1[CH2:6][CH2:5][CH:4]([CH2:7][NH:8][C:9]([C:11]2[C:12]([C:18]([F:21])([F:20])[F:19])=[N:13][C:14]([NH:26][C:25]3[CH:27]=[CH:28][CH:29]=[C:30]([C:31]([F:32])([F:33])[F:34])[C:24]=3[S:23][CH3:22])=[N:15][CH:16]=2)=[O:10])[CH2:3][CH2:2]1. The catalyst class is: 10. (3) Reactant: C[Li].[F:3][C:4]1[CH:9]=[CH:8][C:7]([C:10]2[N:11]=[CH:12][NH:13][CH:14]=2)=[CH:6][CH:5]=1.Cl[CH2:16][CH2:17][N:18]1[CH2:23][CH2:22][O:21][CH2:20][CH2:19]1. Product: [F:3][C:4]1[CH:5]=[CH:6][C:7]([C:10]2[N:11]=[CH:12][N:13]([CH2:16][CH2:17][N:18]3[CH2:23][CH2:22][O:21][CH2:20][CH2:19]3)[CH:14]=2)=[CH:8][CH:9]=1.[F:3][C:4]1[CH:5]=[CH:6][C:7]([C:10]2[N:11]=[CH:12][NH:13][CH:14]=2)=[CH:8][CH:9]=1. The catalyst class is: 58. (4) Reactant: C1C[O:4][CH2:3]C1.[CH2:6]([N:13]1[C@H:18]([CH3:19])[CH2:17][N:16]([C:20]2[CH:27]=[CH:26][C:23]([C:24]#[N:25])=[C:22](F)[CH:21]=2)[C@@H:15]([CH3:29])[CH2:14]1)[C:7]1[CH:12]=[CH:11][CH:10]=[CH:9][CH:8]=1.CC(C)([O-])C.[K+].[Cl-].[NH4+]. Product: [CH2:6]([N:13]1[C@H:18]([CH3:19])[CH2:17][N:16]([C:20]2[CH:27]=[CH:26][C:23]([C:24]#[N:25])=[C:22]([O:4][CH3:3])[CH:21]=2)[C@@H:15]([CH3:29])[CH2:14]1)[C:7]1[CH:12]=[CH:11][CH:10]=[CH:9][CH:8]=1. The catalyst class is: 5. (5) Product: [NH:26]1[CH:27]=[N:28][C:24]([C:21]2[CH:22]=[C:23]3[C:18](=[CH:19][CH:20]=2)[NH:17][N:16]=[C:15]3[C:11]2[CH:10]=[C:9]([NH:8][C:6]([C:5]3[O:1][N:2]=[CH:3][CH:4]=3)=[O:7])[CH:14]=[CH:13][CH:12]=2)=[N:25]1. Reactant: [O:1]1[C:5]([C:6]([NH:8][C:9]2[CH:14]=[CH:13][CH:12]=[C:11]([C:15]3[C:23]4[C:18](=[CH:19][CH:20]=[C:21]([C:24]5[N:28]=[CH:27][N:26](C(C6C=CC=CC=6)(C6C=CC=CC=6)C6C=CC=CC=6)[N:25]=5)[CH:22]=4)[N:17](C4CCCCO4)[N:16]=3)[CH:10]=2)=[O:7])=[CH:4][CH:3]=[N:2]1. The catalyst class is: 89. (6) Reactant: [H-].[Na+].[C:3]([C:5]1[CH:6]=[C:7]2[C:11](=[CH:12][CH:13]=1)[NH:10][C:9](=[O:14])[CH2:8]2)#[N:4].[Cl:15][C:16]1[CH:30]=[CH:29][C:19]([C:20]([N:22]([CH2:24][CH2:25][N:26]([CH3:28])[CH3:27])[CH3:23])=[O:21])=[CH:18][N:17]=1. Product: [ClH:15].[C:3]([C:5]1[CH:6]=[C:7]2[C:11](=[CH:12][CH:13]=1)[NH:10][C:9]([OH:14])=[C:8]2[C:16]1[CH:30]=[CH:29][C:19]([C:20]([N:22]([CH2:24][CH2:25][N:26]([CH3:27])[CH3:28])[CH3:23])=[O:21])=[CH:18][N:17]=1)#[N:4]. The catalyst class is: 9. (7) Reactant: [CH:1]1([CH:7]([C:9]2[C:13]3[CH:14]=[CH:15][C:16]([O:18][CH3:19])=[CH:17][C:12]=3[O:11][C:10]=2[CH3:20])O)[CH2:6][CH2:5][CH2:4][CH2:3][CH2:2]1.S(Cl)([Cl:23])=O.C(=O)([O-])O.[Na+]. Product: [Cl:23][CH:7]([CH:1]1[CH2:6][CH2:5][CH2:4][CH2:3][CH2:2]1)[C:9]1[C:13]2[CH:14]=[CH:15][C:16]([O:18][CH3:19])=[CH:17][C:12]=2[O:11][C:10]=1[CH3:20]. The catalyst class is: 11. (8) Reactant: FC(F)(F)S(O[C:7]1[CH:12]=[CH:11][CH:10]=[C:9]([N:13]2[CH2:18][CH2:17][O:16][CH2:15][CH2:14]2)[CH:8]=1)(=O)=O.B1(B2O[C:33]([CH3:36])(C)[C:32]([CH3:38])([CH3:37])O2)O[C:33](C)([CH3:36])[C:32]([CH3:38])([CH3:37])O1.C([O-])(=O)C.[K+].[ClH:44].Br[C:46]1[C:54]2[O:53][C:52]([C:55]([NH2:57])=[O:56])=[CH:51][C:50]=2[CH:49]=[CH:48][CH:47]=1.C(=O)([O-])[O-].[Na+].[Na+].[CH3:64][N:65](C=O)[CH3:66]. Product: [ClH:44].[N:65]12[CH2:36][CH2:33][CH:32]([CH2:37][CH2:66]1)[C@@H:38]([NH:57][C:55]([C:52]1[O:53][C:54]3[C:46]([C:7]4[CH:12]=[CH:11][CH:10]=[C:9]([N:13]5[CH2:18][CH2:17][O:16][CH2:15][CH2:14]5)[CH:8]=4)=[CH:47][CH:48]=[CH:49][C:50]=3[CH:51]=1)=[O:56])[CH2:64]2. The catalyst class is: 140.